Dataset: Forward reaction prediction with 1.9M reactions from USPTO patents (1976-2016). Task: Predict the product of the given reaction. (1) Given the reactants [Br:1][C:2]1[CH:3]=[C:4]([CH:8]=[O:9])[CH:5]=[N:6][CH:7]=1.[CH2:10](O)[CH2:11][OH:12].C12(CS(O)(=O)=O)C(C)(C)C(CC1)CC2=O, predict the reaction product. The product is: [Br:1][C:2]1[CH:7]=[N:6][CH:5]=[C:4]([CH:8]2[O:12][CH2:11][CH2:10][O:9]2)[CH:3]=1. (2) Given the reactants [Cl:1][C:2]1[C:7]([C:8]([NH:10][C:11]2[CH:16]=[CH:15][C:14]([CH:17]([CH3:19])[CH3:18])=[CH:13][CH:12]=2)=[O:9])=[CH:6][CH:5]=[CH:4][N:3]=1.[NH2:20][CH2:21][C:22]1[CH:27]=[CH:26][N:25]=[CH:24][CH:23]=1, predict the reaction product. The product is: [ClH:1].[CH:17]([C:14]1[CH:15]=[CH:16][C:11]([NH:10][C:8]([C:7]2[C:2]([NH:20][CH2:21][C:22]3[CH:27]=[CH:26][N:25]=[CH:24][CH:23]=3)=[N:3][CH:4]=[CH:5][CH:6]=2)=[O:9])=[CH:12][CH:13]=1)([CH3:19])[CH3:18]. (3) The product is: [CH3:1][CH:2]([CH2:5][C:6]([F:9])([F:8])[F:7])[CH:3]=[O:4]. Given the reactants [CH3:1][CH:2]([CH2:5][C:6]([F:9])([F:8])[F:7])[CH2:3][OH:4].CC(OI1(OC(C)=O)(OC(C)=O)OC(=O)C2C=CC=CC1=2)=O.[O-]S([O-])(=S)=O.[Na+].[Na+].C(=O)(O)[O-].[Na+], predict the reaction product. (4) Given the reactants [F:1][C:2]([F:43])([F:42])[C:3]1[CH:4]=[C:5]([CH:35]=[C:36]([C:38]([F:41])([F:40])[F:39])[CH:37]=1)[CH2:6][N:7]([C@H:20]1[CH2:24][C@@H:23]([CH2:25][CH3:26])[N:22]([C:27]2[C:32]([Cl:33])=[CH:31][N:30]=[C:29](Cl)[N:28]=2)[CH2:21]1)[C:8]1[N:13]=[CH:12][C:11]([C:14]2[CH:15]=[N:16][N:17]([CH3:19])[CH:18]=2)=[CH:10][N:9]=1.[NH:44]1[CH2:54][CH2:53][CH:47]([C:48]([O:50][CH2:51][CH3:52])=[O:49])[CH2:46][CH2:45]1.C(N(C(C)C)CC)(C)C, predict the reaction product. The product is: [CH2:51]([O:50][C:48]([CH:47]1[CH2:53][CH2:54][N:44]([C:29]2[N:28]=[C:27]([N:22]3[CH2:21][C@@H:20]([N:7]([CH2:6][C:5]4[CH:4]=[C:3]([C:2]([F:42])([F:43])[F:1])[CH:37]=[C:36]([C:38]([F:41])([F:40])[F:39])[CH:35]=4)[C:8]4[N:9]=[CH:10][C:11]([C:14]5[CH:15]=[N:16][N:17]([CH3:19])[CH:18]=5)=[CH:12][N:13]=4)[CH2:24][C@H:23]3[CH2:25][CH3:26])[C:32]([Cl:33])=[CH:31][N:30]=2)[CH2:45][CH2:46]1)=[O:49])[CH3:52]. (5) Given the reactants Cl.[Cl:2][C:3]1[CH:26]=[CH:25][C:6]2[N:7]3[C:11]([CH2:12][NH:13][CH2:14][C:5]=2[CH:4]=1)=[N:10][N:9]=[C:8]3[C@H:15]1[CH2:20][CH2:19][C@H:18]([O:21][CH:22]([CH3:24])[CH3:23])[CH2:17][CH2:16]1.C(N(CC)CC)C.[CH3:34][S:35](Cl)(=[O:37])=[O:36], predict the reaction product. The product is: [Cl:2][C:3]1[CH:26]=[CH:25][C:6]2[N:7]3[C:11](=[N:10][N:9]=[C:8]3[C@H:15]3[CH2:16][CH2:17][C@H:18]([O:21][CH:22]([CH3:24])[CH3:23])[CH2:19][CH2:20]3)[CH2:12][N:13]([S:35]([CH3:34])(=[O:37])=[O:36])[CH2:14][C:5]=2[CH:4]=1. (6) Given the reactants [Cl:1][C:2]1[N:10]=[C:9]([CH3:11])[CH:8]=[CH:7][C:3]=1[C:4](Cl)=[O:5].[NH2:12][C:13]1[CH:18]=[CH:17][C:16]([C:19](=[O:28])[CH2:20][CH2:21][C:22]2[CH:27]=[CH:26][CH:25]=[CH:24][N:23]=2)=[CH:15][CH:14]=1.C(N(CC)CC)C.C(OCC)(=O)C, predict the reaction product. The product is: [Cl:1][C:2]1[N:10]=[C:9]([CH3:11])[CH:8]=[CH:7][C:3]=1[C:4]([NH:12][C:13]1[CH:14]=[CH:15][C:16]([C:19](=[O:28])[CH2:20][CH2:21][C:22]2[CH:27]=[CH:26][CH:25]=[CH:24][N:23]=2)=[CH:17][CH:18]=1)=[O:5]. (7) The product is: [CH3:17][O:18][C:19]1[CH:24]=[CH:23][C:22]([C@@H:25]([NH:27][C:13](=[O:15])[CH2:12][N:9]2[C:10](=[O:11])[C:5]3[CH:4]=[CH:3][C:2]([CH3:1])=[CH:16][C:6]=3[N:7]=[N:8]2)[CH3:26])=[CH:21][CH:20]=1. Given the reactants [CH3:1][C:2]1[CH:3]=[CH:4][C:5]2[C:10](=[O:11])[N:9]([CH2:12][C:13]([OH:15])=O)[N:8]=[N:7][C:6]=2[CH:16]=1.[CH3:17][O:18][C:19]1[CH:24]=[CH:23][C:22]([C@@H:25]([NH2:27])[CH3:26])=[CH:21][CH:20]=1, predict the reaction product. (8) Given the reactants Br[C:2]1[CH:9]=[CH:8][C:5]([C:6]#[N:7])=[CH:4][CH:3]=1.[NH:10]1[CH2:14][CH2:13][CH2:12][CH2:11]1.CC(C)([O-])C.[Na+], predict the reaction product. The product is: [N:10]1([C:2]2[CH:9]=[CH:8][C:5]([C:6]#[N:7])=[CH:4][CH:3]=2)[CH2:14][CH2:13][CH2:12][CH2:11]1.